This data is from Full USPTO retrosynthesis dataset with 1.9M reactions from patents (1976-2016). The task is: Predict the reactants needed to synthesize the given product. (1) Given the product [C:1]([O:5][C:6]([N:8]1[CH2:12][C@@H:11]([CH2:13][NH:14][CH:24]([CH3:25])[CH3:26])[C@H:10]([CH2:27][N:28]([CH:38]2[CH2:39][CH2:40]2)[C:29](=[O:37])[CH2:30][C:31]2[CH:32]=[CH:33][CH:34]=[CH:35][CH:36]=2)[CH2:9]1)=[O:7])([CH3:3])([CH3:4])[CH3:2], predict the reactants needed to synthesize it. The reactants are: [C:1]([O:5][C:6]([N:8]1[CH2:12][C@@H:11]([CH2:13][N:14]([CH:24]([CH3:26])[CH3:25])C(OCC[Si](C)(C)C)=O)[C@H:10]([CH2:27][N:28]([CH:38]2[CH2:40][CH2:39]2)[C:29](=[O:37])[CH2:30][C:31]2[CH:36]=[CH:35][CH:34]=[CH:33][CH:32]=2)[CH2:9]1)=[O:7])([CH3:4])([CH3:3])[CH3:2].O.O.O.[F-].C([N+](CCCC)(CCCC)CCCC)CCC. (2) Given the product [ClH:1].[ClH:1].[CH3:45][NH:44][C@H:41]1[CH2:42][CH2:43][N:39]([CH:27]2[CH2:26][CH2:25][CH2:24][CH2:23][C:22]2([CH:11]([C:12]2[CH:17]=[CH:16][CH:15]=[C:14]([C:18]([F:20])([F:21])[F:19])[CH:13]=2)[CH3:10])[OH:28])[CH2:40]1, predict the reactants needed to synthesize it. The reactants are: [ClH:1].Cl.CN[C@H]1CCN([CH2:10][CH:11]([C:22]2([OH:28])[CH2:27][CH2:26][CH2:25][CH2:24][CH2:23]2)[C:12]2[CH:17]=[CH:16][CH:15]=[C:14]([C:18]([F:21])([F:20])[F:19])[CH:13]=2)C1.OC1(C(C2C=CC=C(C(F)(F)F)C=2)C([N:39]2[CH2:43][CH2:42][C@H:41]([NH:44][C:45](=O)OC(C)(C)C)[CH2:40]2)=O)CCCCC1. (3) Given the product [CH2:2]1[C:3]2[C:17](=[CH:18][C:19]([C:20]([NH2:16])=[O:21])=[CH:5][CH:4]=2)[CH2:9][CH2:10][C:1]1=[O:14], predict the reactants needed to synthesize it. The reactants are: [C:1]1(=[O:14])[C:10]2[C:5](=CC(C(O)=O)=C[CH:9]=2)[CH2:4][CH2:3][CH2:2]1.O[N:16]1[C:20](=[O:21])[CH2:19][CH2:18][C:17]1=O.C1(N=C=NC2CCCCC2)CCCCC1.[Cl-].[NH4+].C(N(CC)CC)C. (4) Given the product [CH2:1]([N:8]1[CH2:12][CH2:11][C@H:10]([O:13][CH:19]([C:18]2[CH:28]=[CH:29][C:15]([Cl:14])=[CH:16][CH:17]=2)[C:20]2[CH:21]=[CH:22][C:23]([Cl:26])=[CH:24][CH:25]=2)[CH2:9]1)[C:2]1[CH:3]=[CH:4][CH:5]=[CH:6][CH:7]=1, predict the reactants needed to synthesize it. The reactants are: [CH2:1]([N:8]1[CH2:12][CH2:11][C@H:10]([OH:13])[CH2:9]1)[C:2]1[CH:7]=[CH:6][CH:5]=[CH:4][CH:3]=1.[Cl:14][C:15]1[CH:29]=[CH:28][C:18]([CH:19](O)[C:20]2[CH:25]=[CH:24][C:23]([Cl:26])=[CH:22][CH:21]=2)=[CH:17][CH:16]=1.C1(C)C=CC(S(O)(=O)=O)=CC=1. (5) Given the product [CH3:22][C:2]1[C:10]2[C:5](=[N:6][CH:7]=[CH:8][C:9]=2[N+:11]([O-:13])=[O:12])[N:4]([CH2:14][O:15][CH2:16][CH2:17][Si:18]([CH3:21])([CH3:20])[CH3:19])[CH:3]=1, predict the reactants needed to synthesize it. The reactants are: Br[C:2]1[C:10]2[C:5](=[N:6][CH:7]=[CH:8][C:9]=2[N+:11]([O-:13])=[O:12])[N:4]([CH2:14][O:15][CH2:16][CH2:17][Si:18]([CH3:21])([CH3:20])[CH3:19])[CH:3]=1.[CH3:22]B1OB(C)OB(C)O1.C(=O)([O-])[O-].[K+].[K+]. (6) Given the product [F:2][C:3]1[CH:8]=[C:7]2[C:6](=[CH:5][CH:4]=1)[NH:9][CH:12]=[CH:11]2, predict the reactants needed to synthesize it. The reactants are: Cl.[F:2][C:3]1[CH:8]=[CH:7][C:6]([NH:9]N)=[CH:5][CH:4]=1.[CH3:11][CH:12](C)C(=O)C.N1C2C(=CC=CC=2)C=C1. (7) The reactants are: [F:1][C:2]1[C:3]([C:28]2[N:33]=[CH:32][CH:31]=[CH:30][N:29]=2)=[C:4]([C:8]([N:10]2[C@@H:14]3[CH2:15][CH2:16][C@H:11]2[C@H:12]([NH:17][C:18]2[CH:23]=[N:22][C:21]([C:24]([F:27])([F:26])[F:25])=[CH:20][N:19]=2)[CH2:13]3)=[O:9])[CH:5]=[CH:6][CH:7]=1.[CH3:34]C(C)([O-])C.[Na+]. Given the product [F:1][C:2]1[C:3]([C:28]2[N:29]=[CH:30][CH:31]=[CH:32][N:33]=2)=[C:4]([C:8]([N:10]2[C@@H:14]3[CH2:15][CH2:16][C@H:11]2[C@H:12]([N:17]([CH3:34])[C:18]2[CH:23]=[N:22][C:21]([C:24]([F:25])([F:27])[F:26])=[CH:20][N:19]=2)[CH2:13]3)=[O:9])[CH:5]=[CH:6][CH:7]=1, predict the reactants needed to synthesize it. (8) Given the product [CH:25]1([CH2:24][NH:23][C:21]([C:18]2[CH:19]=[CH:20][C:15]([C:10]3[C:11]([CH3:14])=[CH:12][CH:13]=[C:8]([NH:7][C:5](=[O:6])[C:4]4[CH:28]=[CH:29][N:30]=[C:2]([N:35]5[CH2:36][CH2:37][N:32]([CH3:31])[CH2:33][CH2:34]5)[CH:3]=4)[CH:9]=3)=[CH:16][CH:17]=2)=[O:22])[CH2:27][CH2:26]1, predict the reactants needed to synthesize it. The reactants are: Cl[C:2]1[CH:3]=[C:4]([CH:28]=[CH:29][N:30]=1)[C:5]([NH:7][C:8]1[CH:9]=[C:10]([C:15]2[CH:20]=[CH:19][C:18]([C:21]([NH:23][CH2:24][CH:25]3[CH2:27][CH2:26]3)=[O:22])=[CH:17][CH:16]=2)[C:11]([CH3:14])=[CH:12][CH:13]=1)=[O:6].[CH3:31][N:32]1[CH2:37][CH2:36][NH:35][CH2:34][CH2:33]1.